Dataset: Experimentally validated miRNA-target interactions with 360,000+ pairs, plus equal number of negative samples. Task: Binary Classification. Given a miRNA mature sequence and a target amino acid sequence, predict their likelihood of interaction. (1) The miRNA is mmu-miR-6380 with sequence UGUAAGUGCUUUUAACUGCUGAGC. The protein sequence of the target gene is MTLLLVSLLLASLLQISSGNKANKHKPWIEAEYQGIVMENDNTVLLNPPLFALDKDAPLRYAGEICGFRLHGSGVPFEAVILDKATGEGLIRAKEPVDCEAQKEHTFTIQAYDCGEGPDGTNTKKSHKATVHVRVNDVNEFAPVFVERLYRAAVTEGKLYDRILRVEAIDGDCSPQYSQICYYEILTPNTPFLIDNDGNIENTEKLQYSGEKLYKFTVTAYDCGKKRAADDAEVEIQVKPTCKPSWQGWNKRIEYAPGAGSLALFPGIRLETCDEPLWNIQATIELQTSHVAKGCDRDNY.... Result: 0 (no interaction). (2) The miRNA is cel-miR-39-3p with sequence UCACCGGGUGUAAAUCAGCUUG. The protein sequence of the target gene is MALADSARGLPNGGGGGGGSGSSSSSAEPPLFPDIVELNVGGQVYVTRRCTVVSVPDSLLWRMFTQQQPQELARDSKGRFFLDRDGFFFRYILDYLRDLQLVLPDYFPERSRLQREAEYFELPELVRRLGAPQQPGPGPPPPHSRRGVHKEGSLGDELLPLGYAEPEPQEGASAGAPSPTLELASRSPSGGAAGPLLTPSQSLDGSRRSGYITIGYRGSYTIGRDAQADAKFRRVARITVCGKTSLAKEVFGDTLNESRDPDRPPERYTSRYYLKFNFLEQAFDKLSESGFHMVACSSTG.... Result: 0 (no interaction). (3) The miRNA is hsa-miR-3164 with sequence UGUGACUUUAAGGGAAAUGGCG. The protein sequence of the target gene is MGDVLSTHLDDARRQHIAEKTGKILTEFLQFYEDQYGVALFNSMRHEIEGTGLPQAQLLWRKVPLDERIVFSGNLFQHQEDSKKWRNRFSLVPHNYGLVLYENKAAYERQVPPRAVINSAGYKILTSVDQYLELIGNSLPGTTAKSGSAPILKCPTQFPLILWHPYARHYYFCMMTEAEQDKWQAVLQDCIRHCNNGIPEDSKVEGPAFTDAIRMYRQSKELYGTWEMLCGNEVQILSNLVMEELGPELKAELGPRLKGKPQERQRQWIQISDAVYHMVYEQAKARFEEVLSKVQQVQPA.... Result: 1 (interaction). (4) The miRNA is mmu-miR-30e-5p with sequence UGUAAACAUCCUUGACUGGAAG. The protein sequence of the target gene is MGCKNLLGLGQQMLRRKVVDCSREESRLSRCLNTYDLVALGVGSTLGAGVYVLAGAVARENAGPAIVISFLIAALASVLAGLCYGEFGARVPKTGSAYLYSYVTVGELWAFITGWNLILSYIIGTSSVARAWSATFDELIGKPIGEFSRQHMALNAPGVLAQTPDIFAVIIIIILTGLLTLGVKESAMVNKIFTCINVLVLCFIVVSGFVKGSIKNWQLTEKNFSCNNNDTNVKYGEGGFMPFGFSGVLSGAATCFYAFVGFDCIATTGEEVKNPQKAIPVGIVASLLICFIAYFGVSAA.... Result: 1 (interaction). (5) The protein sequence of the target gene is MATLWGGLLRLGSLLSLSCLALSVLLLAQLSDAAKNFEDVRCKCICPPYKENSGHIYNKNISQKDCDCLHVVEPMPVRGPDVEAYCLRCECKYEERSSVTIKVTIIIYLSILGLLLLYMVYLTLVEPILKRRLFGHAQLIQSDDDIGDHQPFANAHDVLARSRSRANVLNKVEYAQQRWKLQVQEQRKSVFDRHVVLS. The miRNA is hsa-miR-548as-3p with sequence UAAAACCCACAAUUAUGUUUGU. Result: 1 (interaction). (6) The miRNA is hsa-miR-130b-3p with sequence CAGUGCAAUGAUGAAAGGGCAU. The protein sequence of the target gene is MHKEEHEVAVLGPPPSTILPRSTVINIHSETSVPDHVVWSLFNTLFLNWCCLGFIAFAYSVKSRDRKMVGDVTGAQAYASTAKCLNIWALILGILMTIGFILLLVFGSVTVYHIMLQIIQEKRGY. Result: 1 (interaction). (7) The miRNA is hsa-miR-7705 with sequence AAUAGCUCAGAAUGUCAGUUCUG. The protein sequence of the target gene is MSDNPPRMEVCPYCKKPFKRLKSHLPYCKMIGPTIPTDQKVYQSKPATLPRAKKMKGPIKDLIKAKGKELETENEERNSKLVVDKPEQTVKTFPLPAVGLERAATTKADKDIKNPIQPSFKMLKNTKPMTTFQEETKAQFYASEKTSPKRELAKDLPKSGESRCNPSEAGASLLVGSIEPSLSNQDRKYSSTLPNDVQTTSGDLKLDKIDPQRQELLVKLLDVPTGDCHISPKNVSDGVKRVRTLLSNERDSKGRDHLSGVPTDVTVTETPEKNTESLILSLKMSSLGKIQVMEKQEKGL.... Result: 0 (no interaction).